This data is from Clinical trial toxicity outcomes and FDA approval status for drugs. The task is: Regression/Classification. Given a drug SMILES string, predict its toxicity properties. Task type varies by dataset: regression for continuous values (e.g., LD50, hERG inhibition percentage) or binary classification for toxic/non-toxic outcomes (e.g., AMES mutagenicity, cardiotoxicity, hepatotoxicity). Dataset: clintox. (1) The molecule is [NH3+]C[C@H]1O[C@H](O[C@@H]2[C@@H]([NH3+])C[C@@H]([NH3+])[C@H](O[C@H]3O[C@H](CO)[C@@H](O)[C@H]([NH3+])[C@H]3O)[C@H]2O)[C@H](O)[C@@H](O)[C@@H]1O. The result is 0 (passed clinical trial). (2) The compound is C[C@@H](O[C@H]1OCC[NH+](Cc2n[nH]c(=O)[nH]2)[C@H]1c1ccc(F)cc1)c1cc(C(F)(F)F)cc(C(F)(F)F)c1. The result is 0 (passed clinical trial). (3) The drug is OC[C@H]1O[C@](O)(CO)[C@@H](O)[C@@H]1O[C@@H]1O[C@H](CO)[C@H](O)[C@H](O)[C@H]1O. The result is 0 (passed clinical trial). (4) The molecule is N#Cc1ccc2[nH]cc(CCCC[NH+]3CCN(c4ccc5oc(C(N)=O)cc5c4)CC3)c2c1. The result is 0 (passed clinical trial). (5) The drug is Nc1ncn([C@@H]2O[C@H](CO)[C@@H](O)[C@H]2O)c(=O)n1. The result is 0 (passed clinical trial). (6) The molecule is C[NH+](C)CCC(O)(c1ccccc1)c1ccccc1Cl. The result is 0 (passed clinical trial).